Dataset: Catalyst prediction with 721,799 reactions and 888 catalyst types from USPTO. Task: Predict which catalyst facilitates the given reaction. Reactant: [C:1]([C:3]1[CH:4]=[C:5]([C:16](=[O:25])[C:17]2[CH:22]=[CH:21][C:20]([O:23][CH3:24])=[CH:19][CH:18]=2)[N:6]2[C:15]3[C:10](=[CH:11][CH:12]=[CH:13][CH:14]=3)[CH:9]=[CH:8][C:7]=12)#[N:2].[BH4-].[Na+].Cl. Product: [C:1]([C:3]1[CH:4]=[C:5]([CH:16]([OH:25])[C:17]2[CH:18]=[CH:19][C:20]([O:23][CH3:24])=[CH:21][CH:22]=2)[N:6]2[C:15]3[C:10](=[CH:11][CH:12]=[CH:13][CH:14]=3)[CH:9]=[CH:8][C:7]=12)#[N:2]. The catalyst class is: 5.